From a dataset of Forward reaction prediction with 1.9M reactions from USPTO patents (1976-2016). Predict the product of the given reaction. Given the reactants B(F)(F)F.CCOCC.[CH2:10]([SH:14])[CH2:11][CH2:12][SH:13].[F:15][C:16]([F:26])([F:25])[C:17]1[CH:18]=[C:19]([CH:22]=[CH:23][CH:24]=1)[CH:20]=O.CCOC(C)=O.CCCCCC, predict the reaction product. The product is: [F:15][C:16]([F:25])([F:26])[C:17]1[CH:18]=[C:19]([CH:20]2[S:14][CH2:10][CH2:11][CH2:12][S:13]2)[CH:22]=[CH:23][CH:24]=1.